Dataset: Experimentally validated miRNA-target interactions with 360,000+ pairs, plus equal number of negative samples. Task: Binary Classification. Given a miRNA mature sequence and a target amino acid sequence, predict their likelihood of interaction. (1) The miRNA is hsa-miR-1323 with sequence UCAAAACUGAGGGGCAUUUUCU. The protein sequence of the target gene is MVSSVLPNPTSAECWAALLHDPMTLDMDAVLSDFVRSTGAEPGLARDLLEGKNWDLTAALSDYEQLRQVHTANLPHVFNEGRGPKQPEREPQPGHKVERPCLQRQDDIAQEKRLSRGISHASSAIVSLARSHVASECNNEQFPLEMPIYTFQLPDLSVYSEDFRSFIERDLIEQATMVALEQAGRLNWWSTVCTSCKRLLPLATTGDGNCLLHAASLGMWGFHDRDLVLRKALYTMMRTGAEREALKRRWRWQQTQQNKEEEWEREWTELLKLASSEPRTHFSKNGGTGGGVDNSEDPVY.... Result: 1 (interaction). (2) The miRNA is hsa-miR-6883-3p with sequence UUCCCUAUCUCACUCUCCUCAG. Result: 0 (no interaction). The protein sequence of the target gene is MDFEDDYTHSACRNTYQGFNGMDRDYGPGSYGGMDRDYGHGSYGGQRSMDSYLNQSYGMDNHSGGGGGSRFGPYESYDSRSSLGGRDLYRSGYGFNEPEQSRFGGSYGGRFESSYRNSLDSFGGRNQGGSSWEAPYSRSKLRPGFMEDRGRENYSSYSSFSSPHMKPAPVGSRGRGTPAYPESTFGSRNYDAFGGPSTGRGRGRGHMGDFGSIHRPGIVVDYQNKSTNVTVAAARGIKRKMMQPFNKPSGTFIKKPKLAKPMEKISLSKSPTKTDPKNEEEEKRRIEARREKQRRRREKN.... (3) The miRNA is hsa-miR-3934-5p with sequence UCAGGUGUGGAAACUGAGGCAG. The protein sequence of the target gene is MRIVILDELLSREMDGSNDGSSARVNSLKHVIKRNKMDMADDAPSSLDLMRRIFQAEISREIHQIMERHTRTTLLPAIENLRKNGHVVDESVLNGLYCNILEAAKKPYQKDPEPMPPICTNGNGFLDINSQEHENNLKRGYESDSSDVSGVSHCSDAKRRRGRPRKDEEAYRLEMTPPTMNEVIRWNPDRIDVNTRFITATKIAQVMGMPPSILFNKYPRMFRYSCDEDDKNILHEQNLLIRAPGRCYLLVAEDARQLVPSTYFQDVLNVSFLISEPLLSKIRQKAASTYEKYKVFLPTQ.... Result: 0 (no interaction). (4) The miRNA is mmu-miR-590-5p with sequence GAGCUUAUUCAUAAAAGUGCAG. The protein sequence of the target gene is MRRKGRCHRGSAARHPSSPCSVKHSPTRETLTYAQAQRMVEIEIEGRLHRISIFDPLEIILEDDLTAQEMSECNSNKENSERPPVCLRTKRHKNNRVKKKNEALPSAHGTPASASALPEPKVRIVEYSPPSAPRRPPVYYKFIEKSAEELDNEVEYDMDEEDYAWLEIVNEKRKGDCVPAVSQSMFEFLMDRFEKESHCENQKQGEQQSLIDEDAVCCICMDGECQNSNVILFCDMCNLAVHQECYGVPYIPEGQWLCRHCLQSRARPADCVLCPNKGGAFKKTDDDRWGHVVCALWIPE.... Result: 0 (no interaction).